From a dataset of Ames mutagenicity test results for genotoxicity prediction. Regression/Classification. Given a drug SMILES string, predict its toxicity properties. Task type varies by dataset: regression for continuous values (e.g., LD50, hERG inhibition percentage) or binary classification for toxic/non-toxic outcomes (e.g., AMES mutagenicity, cardiotoxicity, hepatotoxicity). Dataset: ames. (1) The compound is CCCC[C@@H](CC)COC(=O)/C=C/c1ccc(OC)cc1. The result is 0 (non-mutagenic). (2) The compound is O=S1OCC2C(CO1)C1(Cl)C(Cl)=C(Cl)C2(Cl)C1(Cl)Cl. The result is 0 (non-mutagenic). (3) The molecule is CC(N)CCN. The result is 0 (non-mutagenic). (4) The compound is OC[C@H]1O[C@@H](n2cnc3c(NO)ncnc32)[C@H](O)[C@@H]1O. The result is 1 (mutagenic).